Task: Predict which catalyst facilitates the given reaction.. Dataset: Catalyst prediction with 721,799 reactions and 888 catalyst types from USPTO (1) Reactant: F[C:2]1[CH:9]=[CH:8][CH:7]=[C:6]([F:10])[C:3]=1[CH:4]=[O:5].Cl.[CH3:12][S:13]([CH:16]1[CH2:21][CH2:20][NH:19][CH2:18][CH2:17]1)(=[O:15])=[O:14].CCN(C(C)C)C(C)C. Product: [F:10][C:6]1[CH:7]=[CH:8][CH:9]=[C:2]([N:19]2[CH2:20][CH2:21][CH:16]([S:13]([CH3:12])(=[O:15])=[O:14])[CH2:17][CH2:18]2)[C:3]=1[CH:4]=[O:5]. The catalyst class is: 10. (2) Reactant: [OH:1][C:2]1[C:9]([OH:10])=[CH:8][C:5]([C:6]#[N:7])=[C:4]([S:11][C:12]2[CH:17]=[CH:16][C:15]([CH3:18])=[CH:14][CH:13]=2)[C:3]=1[C:19]#[N:20].C1C=C(Cl)C=C(C(OO)=[O:29])C=1. Product: [OH:1][C:2]1[C:9]([OH:10])=[CH:8][C:5]([C:6]#[N:7])=[C:4]([S:11]([C:12]2[CH:17]=[CH:16][C:15]([CH3:18])=[CH:14][CH:13]=2)=[O:29])[C:3]=1[C:19]#[N:20]. The catalyst class is: 2.